Predict which catalyst facilitates the given reaction. From a dataset of Catalyst prediction with 721,799 reactions and 888 catalyst types from USPTO. (1) Reactant: [C:1]([O:5][C:6]([N:8]1[CH2:13][CH2:12][N:11]([C:14]([C:16]2[CH:17]=[C:18]3[C:22](=[CH:23][CH:24]=2)[NH:21][CH:20]=[CH:19]3)=[O:15])[CH2:10][CH2:9]1)=[O:7])([CH3:4])([CH3:3])[CH3:2].[C:25]([O:29][C:30](O[C:30]([O:29][C:25]([CH3:28])([CH3:27])[CH3:26])=[O:31])=[O:31])([CH3:28])([CH3:27])[CH3:26]. Product: [C:1]([O:5][C:6]([N:8]1[CH2:13][CH2:12][N:11]([C:14]([C:16]2[CH:17]=[C:18]3[C:22](=[CH:23][CH:24]=2)[N:21]([C:30]([O:29][C:25]([CH3:28])([CH3:27])[CH3:26])=[O:31])[CH:20]=[CH:19]3)=[O:15])[CH2:10][CH2:9]1)=[O:7])([CH3:4])([CH3:2])[CH3:3]. The catalyst class is: 616. (2) Reactant: [C:1]([O:5][CH3:6])(=[O:4])[CH:2]=[CH2:3].[CH3:7][O:8][CH2:9][CH2:10][NH2:11].Br[CH2:13][C:14]#[N:15]. Product: [C:14]([CH2:13][N:11]([CH2:10][CH2:9][O:8][CH3:7])[CH2:3][CH2:2][C:1]([O:5][CH3:6])=[O:4])#[N:15]. The catalyst class is: 13.